The task is: Regression. Given two drug SMILES strings and cell line genomic features, predict the synergy score measuring deviation from expected non-interaction effect.. This data is from NCI-60 drug combinations with 297,098 pairs across 59 cell lines. (1) Drug 1: CC(C1=C(C=CC(=C1Cl)F)Cl)OC2=C(N=CC(=C2)C3=CN(N=C3)C4CCNCC4)N. Drug 2: CC1C(C(CC(O1)OC2CC(CC3=C2C(=C4C(=C3O)C(=O)C5=CC=CC=C5C4=O)O)(C(=O)C)O)N)O. Cell line: HS 578T. Synergy scores: CSS=42.9, Synergy_ZIP=5.97, Synergy_Bliss=7.77, Synergy_Loewe=-18.5, Synergy_HSA=3.56. (2) Drug 1: C1=CC(=CC=C1C#N)C(C2=CC=C(C=C2)C#N)N3C=NC=N3. Drug 2: CC1=C(C=C(C=C1)C(=O)NC2=CC(=CC(=C2)C(F)(F)F)N3C=C(N=C3)C)NC4=NC=CC(=N4)C5=CN=CC=C5. Cell line: NCI/ADR-RES. Synergy scores: CSS=4.54, Synergy_ZIP=-1.67, Synergy_Bliss=-3.37, Synergy_Loewe=-0.357, Synergy_HSA=-1.90. (3) Drug 1: CC1=C(C=C(C=C1)NC2=NC=CC(=N2)N(C)C3=CC4=NN(C(=C4C=C3)C)C)S(=O)(=O)N.Cl. Drug 2: CNC(=O)C1=CC=CC=C1SC2=CC3=C(C=C2)C(=NN3)C=CC4=CC=CC=N4. Cell line: NCI/ADR-RES. Synergy scores: CSS=0.777, Synergy_ZIP=2.58, Synergy_Bliss=3.06, Synergy_Loewe=2.27, Synergy_HSA=1.04. (4) Drug 1: C1=NC2=C(N=C(N=C2N1C3C(C(C(O3)CO)O)F)Cl)N. Drug 2: CC1=C2C(C(=O)C3(C(CC4C(C3C(C(C2(C)C)(CC1OC(=O)C(C(C5=CC=CC=C5)NC(=O)OC(C)(C)C)O)O)OC(=O)C6=CC=CC=C6)(CO4)OC(=O)C)O)C)O. Cell line: UO-31. Synergy scores: CSS=1.74, Synergy_ZIP=-1.50, Synergy_Bliss=-1.73, Synergy_Loewe=-1.63, Synergy_HSA=-0.994. (5) Drug 1: C1=CC(=CC=C1C#N)C(C2=CC=C(C=C2)C#N)N3C=NC=N3. Drug 2: CC1=C2C(C(=O)C3(C(CC4C(C3C(C(C2(C)C)(CC1OC(=O)C(C(C5=CC=CC=C5)NC(=O)C6=CC=CC=C6)O)O)OC(=O)C7=CC=CC=C7)(CO4)OC(=O)C)O)C)OC(=O)C. Cell line: HCT-15. Synergy scores: CSS=-2.43, Synergy_ZIP=2.60, Synergy_Bliss=2.15, Synergy_Loewe=1.99, Synergy_HSA=-2.58. (6) Drug 1: COC1=CC(=CC(=C1O)OC)C2C3C(COC3=O)C(C4=CC5=C(C=C24)OCO5)OC6C(C(C7C(O6)COC(O7)C8=CC=CS8)O)O. Drug 2: CCC1(C2=C(COC1=O)C(=O)N3CC4=CC5=C(C=CC(=C5CN(C)C)O)N=C4C3=C2)O.Cl. Cell line: UACC62. Synergy scores: CSS=38.6, Synergy_ZIP=-14.9, Synergy_Bliss=-4.32, Synergy_Loewe=-3.28, Synergy_HSA=-0.930. (7) Drug 1: C1C(C(OC1N2C=C(C(=O)NC2=O)F)CO)O. Drug 2: CCN(CC)CCNC(=O)C1=C(NC(=C1C)C=C2C3=C(C=CC(=C3)F)NC2=O)C. Cell line: KM12. Synergy scores: CSS=20.7, Synergy_ZIP=-10.8, Synergy_Bliss=-8.14, Synergy_Loewe=-11.1, Synergy_HSA=-5.26. (8) Drug 1: CC1=C2C(C(=O)C3(C(CC4C(C3C(C(C2(C)C)(CC1OC(=O)C(C(C5=CC=CC=C5)NC(=O)OC(C)(C)C)O)O)OC(=O)C6=CC=CC=C6)(CO4)OC(=O)C)OC)C)OC. Drug 2: C(=O)(N)NO. Cell line: SK-MEL-2. Synergy scores: CSS=57.2, Synergy_ZIP=11.3, Synergy_Bliss=11.9, Synergy_Loewe=-24.0, Synergy_HSA=10.7. (9) Drug 1: CC1OCC2C(O1)C(C(C(O2)OC3C4COC(=O)C4C(C5=CC6=C(C=C35)OCO6)C7=CC(=C(C(=C7)OC)O)OC)O)O. Drug 2: B(C(CC(C)C)NC(=O)C(CC1=CC=CC=C1)NC(=O)C2=NC=CN=C2)(O)O. Cell line: NCI-H226. Synergy scores: CSS=18.8, Synergy_ZIP=-0.980, Synergy_Bliss=0.775, Synergy_Loewe=1.33, Synergy_HSA=1.10.